Predict the reactants needed to synthesize the given product. From a dataset of Full USPTO retrosynthesis dataset with 1.9M reactions from patents (1976-2016). Given the product [CH2:16]([O:15][C:13]([C:9]1[O:8][C:7]2[C:6]([O:18][CH3:19])=[CH:5][CH:4]=[C:3]([C:1]([OH:22])=[O:2])[C:11]=2[C:10]=1[CH3:12])=[O:14])[CH3:17], predict the reactants needed to synthesize it. The reactants are: [CH:1]([C:3]1[C:11]2[C:10]([CH3:12])=[C:9]([C:13]([O:15][CH2:16][CH3:17])=[O:14])[O:8][C:7]=2[C:6]([O:18][CH3:19])=[CH:5][CH:4]=1)=[O:2].S(=O)(=O)([OH:22])N.Cl([O-])=O.[Na+].